Dataset: Reaction yield outcomes from USPTO patents with 853,638 reactions. Task: Predict the reaction yield, written as a fraction of the theoretical maximum amount of product (1.0 means a 100% yield; for example, 0.34 means a 34% yield). (1) The reactants are [F:1][C:2]1[CH:10]=[C:9]2[C:5]([C:6]([C:18]3[CH:19]=[CH:20][C:21]4[S:25](=[O:27])(=[O:26])[N:24]([CH2:28][CH2:29][S:30]([CH3:32])=[O:31])[CH2:23][C:22]=4[CH:33]=3)=[CH:7][N:8]2C(OC(C)(C)C)=O)=[CH:4][CH:3]=1.FC(F)(F)C(O)=O. The catalyst is ClCCl. The product is [F:1][C:2]1[CH:10]=[C:9]2[C:5]([C:6]([C:18]3[CH:19]=[CH:20][C:21]4[S:25](=[O:27])(=[O:26])[N:24]([CH2:28][CH2:29][S:30]([CH3:32])=[O:31])[CH2:23][C:22]=4[CH:33]=3)=[CH:7][NH:8]2)=[CH:4][CH:3]=1. The yield is 0.570. (2) The reactants are [NH2:1][C:2]1[S:6][N:5]=[C:4]([CH3:7])[C:3]=1[C:8]([NH:10][C:11]1[CH:16]=[CH:15][CH:14]=[CH:13][C:12]=1[CH2:17][CH3:18])=[O:9].Cl[C:20]1[C:21]2[CH:28]=[CH:27][S:26][C:22]=2[N:23]=[CH:24][N:25]=1.C(=O)([O-])[O-].[Cs+].[Cs+].CC1(C)C2C(=C(P(C3C=CC=CC=3)C3C=CC=CC=3)C=CC=2)OC2C(P(C3C=CC=CC=3)C3C=CC=CC=3)=CC=CC1=2. The catalyst is O1CCOCC1.CN(C=O)C.C([O-])(=O)C.[Pd+2].C([O-])(=O)C. The product is [CH2:17]([C:12]1[CH:13]=[CH:14][CH:15]=[CH:16][C:11]=1[NH:10][C:8]([C:3]1[C:4]([CH3:7])=[N:5][S:6][C:2]=1[NH:1][C:20]1[C:21]2[CH:28]=[CH:27][S:26][C:22]=2[N:23]=[CH:24][N:25]=1)=[O:9])[CH3:18]. The yield is 0.0300. (3) The reactants are C[O:2][C:3](=[O:29])[C:4]1[CH:9]=[CH:8][C:7]([NH:10][C:11]([NH:13][C:14]2[CH:19]=[N:18][C:17]([CH3:20])=[CH:16][N:15]=2)=[O:12])=[C:6]([O:21][CH2:22][C:23]2[CH:24]=[N:25][CH:26]=[CH:27][CH:28]=2)[CH:5]=1.[OH-].[Li+].Cl. The catalyst is CO. The product is [CH3:20][C:17]1[N:18]=[CH:19][C:14]([NH:13][C:11](=[O:12])[NH:10][C:7]2[CH:8]=[CH:9][C:4]([C:3]([OH:29])=[O:2])=[CH:5][C:6]=2[O:21][CH2:22][C:23]2[CH:24]=[N:25][CH:26]=[CH:27][CH:28]=2)=[N:15][CH:16]=1. The yield is 0.900.